Dataset: NCI-60 drug combinations with 297,098 pairs across 59 cell lines. Task: Regression. Given two drug SMILES strings and cell line genomic features, predict the synergy score measuring deviation from expected non-interaction effect. (1) Cell line: CCRF-CEM. Drug 1: CC1=CC=C(C=C1)C2=CC(=NN2C3=CC=C(C=C3)S(=O)(=O)N)C(F)(F)F. Drug 2: C1CN(CCN1C(=O)CCBr)C(=O)CCBr. Synergy scores: CSS=66.1, Synergy_ZIP=-4.50, Synergy_Bliss=-2.11, Synergy_Loewe=1.40, Synergy_HSA=1.35. (2) Drug 1: C1C(C(OC1N2C=C(C(=O)NC2=O)F)CO)O. Drug 2: CN1C2=C(C=C(C=C2)N(CCCl)CCCl)N=C1CCCC(=O)O.Cl. Cell line: SK-MEL-5. Synergy scores: CSS=24.2, Synergy_ZIP=-7.07, Synergy_Bliss=-10.6, Synergy_Loewe=-43.3, Synergy_HSA=-7.05. (3) Drug 1: C1=NC2=C(N1)C(=S)N=CN2. Drug 2: CCN(CC)CCCC(C)NC1=C2C=C(C=CC2=NC3=C1C=CC(=C3)Cl)OC. Cell line: UO-31. Synergy scores: CSS=19.4, Synergy_ZIP=-5.75, Synergy_Bliss=1.13, Synergy_Loewe=-0.331, Synergy_HSA=1.12.